From a dataset of Forward reaction prediction with 1.9M reactions from USPTO patents (1976-2016). Predict the product of the given reaction. (1) The product is: [CH2:12]([O:9][C:4]1[C:5]([OH:8])=[N:6][CH:7]=[C:2]([Br:1])[CH:3]=1)[C:13]1[CH:18]=[CH:17][CH:16]=[CH:15][CH:14]=1. Given the reactants [Br:1][C:2]1[CH:3]=[C:4]([OH:9])[C:5]([OH:8])=[N:6][CH:7]=1.[OH-].[Na+].[CH2:12](Br)[C:13]1[CH:18]=[CH:17][CH:16]=[CH:15][CH:14]=1, predict the reaction product. (2) Given the reactants [O:1]=[C:2]1[C:11]2[C:6](=[C:7]([C:12]([O:14][CH3:15])=[O:13])[CH:8]=[CH:9][CH:10]=2)[NH:5][CH:4]=[N:3]1.[I:16]N1C(=O)CCC1=O.C(=O)([O-])[O-].[K+].[K+], predict the reaction product. The product is: [I:16][C:9]1[CH:10]=[C:11]2[C:6](=[C:7]([C:12]([O:14][CH3:15])=[O:13])[CH:8]=1)[NH:5][CH:4]=[N:3][C:2]2=[O:1].